This data is from Forward reaction prediction with 1.9M reactions from USPTO patents (1976-2016). The task is: Predict the product of the given reaction. (1) Given the reactants [C:1]([C:5]1[O:9][N:8]=[C:7]([C:10]2[CH:15]=[CH:14][C:13]([C:16]3[S:20][C:19]([CH2:21][O:22][C:23]4[CH:28]=[CH:27][C:26]([CH2:29][C@H:30]([O:34][CH2:35][CH3:36])[C:31]([OH:33])=[O:32])=[CH:25][CH:24]=4)=[C:18]([CH3:37])[CH:17]=3)=[CH:12][CH:11]=2)[CH:6]=1)([CH3:4])([CH3:3])[CH3:2].[Na+:38].C(C(CCCC)C([O-])=O)C, predict the reaction product. The product is: [C:1]([C:5]1[O:9][N:8]=[C:7]([C:10]2[CH:11]=[CH:12][C:13]([C:16]3[S:20][C:19]([CH2:21][O:22][C:23]4[CH:24]=[CH:25][C:26]([CH2:29][C@H:30]([O:34][CH2:35][CH3:36])[C:31]([O-:33])=[O:32])=[CH:27][CH:28]=4)=[C:18]([CH3:37])[CH:17]=3)=[CH:14][CH:15]=2)[CH:6]=1)([CH3:4])([CH3:3])[CH3:2].[Na+:38]. (2) Given the reactants [OH:1][C:2]1[CH:7]=[CH:6][C:5]([C:8]2([C:11]([N:13]3[CH2:17][CH2:16][C@@:15]4([C:21]5[CH:22]=[CH:23][CH:24]=[CH:25][C:20]=5[C:19](=[O:26])[O:18]4)[CH2:14]3)=[O:12])[CH2:10][CH2:9]2)=[CH:4][CH:3]=1.Br.Br[CH2:29][C:30]1[CH:35]=[CH:34][N:33]=[CH:32][CH:31]=1.C(=O)([O-])[O-].[Cs+].[Cs+], predict the reaction product. The product is: [N:33]1[CH:34]=[CH:35][C:30]([CH2:29][O:1][C:2]2[CH:7]=[CH:6][C:5]([C:8]3([C:11]([N:13]4[CH2:17][CH2:16][C@@:15]5([C:21]6[CH:22]=[CH:23][CH:24]=[CH:25][C:20]=6[C:19](=[O:26])[O:18]5)[CH2:14]4)=[O:12])[CH2:10][CH2:9]3)=[CH:4][CH:3]=2)=[CH:31][CH:32]=1. (3) Given the reactants [Cl:1][C:2]1[CH:3]=[C:4]([CH:8]2[C:12]([C:15]3[CH:16]=[N:17][C:18]([Cl:21])=[CH:19][CH:20]=3)([C:13]#[N:14])[CH:11]([CH2:22][C:23]([CH3:26])([CH3:25])[CH3:24])[NH:10][CH:9]2[C:27]([OH:29])=O)[CH:5]=[CH:6][CH:7]=1.[CH3:30][C:31]1([CH3:39])[O:35][C@@H:34]([CH2:36][CH2:37][NH2:38])[CH2:33][O:32]1.CN(C(ON1N=NC2C=CC=NC1=2)=[N+](C)C)C.F[P-](F)(F)(F)(F)F.CCN(C(C)C)C(C)C, predict the reaction product. The product is: [CH3:30][C:31]1([CH3:39])[O:35][C@@H:34]([CH2:36][CH2:37][NH:38][C:27]([CH:9]2[CH:8]([C:4]3[CH:5]=[CH:6][CH:7]=[C:2]([Cl:1])[CH:3]=3)[C:12]([C:15]3[CH:16]=[N:17][C:18]([Cl:21])=[CH:19][CH:20]=3)([C:13]#[N:14])[CH:11]([CH2:22][C:23]([CH3:26])([CH3:25])[CH3:24])[NH:10]2)=[O:29])[CH2:33][O:32]1. (4) Given the reactants [C:1]([CH:3]=[C:4]([C:16]1[CH:25]=[CH:24][C:19]([C:20]([O:22][CH3:23])=[O:21])=[CH:18][CH:17]=1)OS(C1C=CC(C)=CC=1)(=O)=O)#[N:2].Cl.[NH2:27][CH:28](C(OCC)=O)[C:29]([O:31][CH2:32][CH3:33])=[O:30].[O-][CH2:40]C.[Na+].Cl, predict the reaction product. The product is: [NH2:2][C:1]1[CH:3]=[C:4]([C:16]2[CH:17]=[CH:18][C:19]([C:20]([O:22][CH2:23][CH3:40])=[O:21])=[CH:24][CH:25]=2)[NH:27][C:28]=1[C:29]([O:31][CH2:32][CH3:33])=[O:30]. (5) Given the reactants [C:12]([O:11][C:9](O[C:9]([O:11][C:12]([CH3:15])([CH3:14])[CH3:13])=[O:10])=[O:10])([CH3:15])([CH3:14])[CH3:13].[NH2:16][C@@H:17]1[CH2:22][CH2:21][C@H:20]([C:23]([OH:25])=[O:24])[CH2:19][CH2:18]1.C(N(CC)CC)C, predict the reaction product. The product is: [C:12]([O:11][C:9]([NH:16][CH:17]1[CH2:22][CH2:21][CH:20]([C:23]([OH:25])=[O:24])[CH2:19][CH2:18]1)=[O:10])([CH3:13])([CH3:14])[CH3:15]. (6) Given the reactants [CH:1]1[C:10]2[C:5](=[CH:6][CH:7]=[CH:8][CH:9]=2)[CH:4]=[CH:3][C:2]=1[C:11]1[CH:16]=[CH:15][N:14]=[C:13]([N:17]2[CH2:22][CH2:21][CH:20]([OH:23])[CH2:19][CH2:18]2)[N:12]=1.CC(OI1(OC(C)=O)(OC(C)=O)OC(=O)C2C=CC=CC1=2)=O, predict the reaction product. The product is: [CH:1]1[C:10]2[C:5](=[CH:6][CH:7]=[CH:8][CH:9]=2)[CH:4]=[CH:3][C:2]=1[C:11]1[CH:16]=[CH:15][N:14]=[C:13]([N:17]2[CH2:18][CH2:19][C:20](=[O:23])[CH2:21][CH2:22]2)[N:12]=1. (7) Given the reactants Br[C:2]1[C:10]2[C:5](=[CH:6][CH:7]=[CH:8][CH:9]=2)[N:4]2[CH2:11][N:12]([CH3:15])[CH2:13][CH2:14][C:3]=12.[Li]C(C)(C)C.[CH:21]([C:23]1[CH:32]=[CH:31][C:26]([C:27]([O:29][CH3:30])=[O:28])=[CH:25][CH:24]=1)=[O:22], predict the reaction product. The product is: [OH:22][CH:21]([C:2]1[C:10]2[C:5](=[CH:6][CH:7]=[CH:8][CH:9]=2)[N:4]2[CH2:11][N:12]([CH3:15])[CH2:13][CH2:14][C:3]=12)[C:23]1[CH:24]=[CH:25][C:26]([C:27]([O:29][CH3:30])=[O:28])=[CH:31][CH:32]=1. (8) Given the reactants [C:1]([O:5][C:6](=[O:18])[NH:7][C:8]1[CH:13]=[CH:12][C:11](I)=[CH:10][C:9]=1[N+:15]([O-:17])=[O:16])([CH3:4])([CH3:3])[CH3:2].[CH2:19]([C:21]1[CH:26]=[CH:25][C:24](B(O)O)=[CH:23][CH:22]=1)[CH3:20], predict the reaction product. The product is: [C:1]([O:5][C:6](=[O:18])[NH:7][C:8]1[CH:13]=[CH:12][C:11]([C:24]2[CH:25]=[CH:26][C:21]([CH2:19][CH3:20])=[CH:22][CH:23]=2)=[CH:10][C:9]=1[N+:15]([O-:17])=[O:16])([CH3:4])([CH3:3])[CH3:2].